From a dataset of Forward reaction prediction with 1.9M reactions from USPTO patents (1976-2016). Predict the product of the given reaction. Given the reactants [CH:1]#[C:2][CH:3]([OH:8])[CH2:4][CH2:5][CH2:6][CH3:7].N1C=CN=C1.[Si:14](Cl)([C:17]([CH3:20])([CH3:19])[CH3:18])([CH3:16])[CH3:15].[NH4+].[Cl-], predict the reaction product. The product is: [C:17]([Si:14]([O:8][CH:3]([CH2:4][CH2:5][CH2:6][CH3:7])[C:2]#[CH:1])([CH3:16])[CH3:15])([CH3:20])([CH3:19])[CH3:18].